This data is from Full USPTO retrosynthesis dataset with 1.9M reactions from patents (1976-2016). The task is: Predict the reactants needed to synthesize the given product. (1) Given the product [Br:1][C:2]1[CH:3]=[C:4]2[C:9](=[CH:10][CH:11]=1)[N:8]([CH3:13])[C:7](=[O:12])[CH2:6][CH2:5]2, predict the reactants needed to synthesize it. The reactants are: [Br:1][C:2]1[CH:3]=[C:4]2[C:9](=[CH:10][CH:11]=1)[NH:8][C:7](=[O:12])[CH2:6][CH2:5]2.[C:13](=O)([O-])[O-].[K+].[K+].CI. (2) Given the product [CH3:17][N:18]([CH2:19][CH2:20][C:21]1[CH:22]=[CH:23][C:24]([O:27][C:28]2[CH:33]=[CH:32][CH:31]=[C:30]([C:34]([F:35])([F:37])[F:36])[CH:29]=2)=[CH:25][CH:26]=1)[C:3]1[NH:4][CH:5]=[C:6]([CH2:10][C:11]2[CH:12]=[N:13][CH:14]=[N:15][CH:16]=2)[C:7](=[O:9])[N:8]=1, predict the reactants needed to synthesize it. The reactants are: CS[C:3]1[NH:4][CH:5]=[C:6]([CH2:10][C:11]2[CH:12]=[N:13][CH:14]=[N:15][CH:16]=2)[C:7](=[O:9])[N:8]=1.[CH3:17][NH:18][CH2:19][CH2:20][C:21]1[CH:26]=[CH:25][C:24]([O:27][C:28]2[CH:33]=[CH:32][CH:31]=[C:30]([C:34]([F:37])([F:36])[F:35])[CH:29]=2)=[CH:23][CH:22]=1. (3) Given the product [NH:22]1[C:21]2[CH:23]=[CH:24][CH:25]=[CH:26][C:20]=2[N:19]=[C:18]1[C@@H:2]([NH:1][C:32](=[O:33])[C:31]1[CH:35]=[CH:36][C:28]([F:27])=[CH:29][CH:30]=1)[CH2:3][CH2:4][CH2:5][CH2:6][NH:7][C:8](=[O:17])[O:9][CH2:10][C:11]1[CH:16]=[CH:15][CH:14]=[CH:13][CH:12]=1, predict the reactants needed to synthesize it. The reactants are: [NH2:1][C@H:2]([C:18]1[NH:22][C:21]2[CH:23]=[CH:24][CH:25]=[CH:26][C:20]=2[N:19]=1)[CH2:3][CH2:4][CH2:5][CH2:6][NH:7][C:8](=[O:17])[O:9][CH2:10][C:11]1[CH:16]=[CH:15][CH:14]=[CH:13][CH:12]=1.[F:27][C:28]1[CH:36]=[CH:35][C:31]([C:32](Cl)=[O:33])=[CH:30][CH:29]=1.CCN(CC)CC. (4) Given the product [C:1]([O:7][CH2:8][C@@H:9]([O:36][C:37]([CH3:39])([CH3:40])[CH3:38])[C:10]1[C:11]([C:29]2[CH:34]=[CH:33][C:32]([Cl:35])=[CH:31][CH:30]=2)=[C:12]2[C:17](=[CH:18][C:19]=1[CH3:20])[N:16]=[C:15]([C:46]1[CH:51]=[CH:50][CH:49]=[CH:48][N:47]=1)[CH:14]=[CH:13]2)(=[O:6])[C:2]([CH3:4])([CH3:3])[CH3:5], predict the reactants needed to synthesize it. The reactants are: [C:1]([O:7][CH2:8][C@@H:9]([O:36][C:37]([CH3:40])([CH3:39])[CH3:38])[C:10]1[C:11]([C:29]2[CH:34]=[CH:33][C:32]([Cl:35])=[CH:31][CH:30]=2)=[C:12]2[C:17](=[CH:18][C:19]=1[CH3:20])[N:16]=[C:15](OS(C(F)(F)F)(=O)=O)[CH:14]=[CH:13]2)(=[O:6])[C:2]([CH3:5])([CH3:4])[CH3:3].C([Sn](CCCC)(CCCC)[C:46]1[CH:51]=[CH:50][CH:49]=[CH:48][N:47]=1)CCC. (5) Given the product [C:1]([O:5][C:6]([N:8]([CH2:28][CH2:29][O:30][CH3:31])[C:9]1[CH:10]=[C:11]([CH:17]=[CH:18][CH:19]=1)[C:12]([O:14][CH2:15][CH3:16])=[O:13])=[O:7])([CH3:2])([CH3:3])[CH3:4], predict the reactants needed to synthesize it. The reactants are: [C:1]([O:5][C:6]([NH:8][C:9]1[CH:10]=[C:11]([CH:17]=[CH:18][CH:19]=1)[C:12]([O:14][CH2:15][CH3:16])=[O:13])=[O:7])([CH3:4])([CH3:3])[CH3:2].CN(C=O)C.[H-].[Na+].Br[CH2:28][CH2:29][O:30][CH3:31]. (6) Given the product [N:38]12[CH2:43][CH2:42][CH:41]([CH2:40][CH2:39]1)[C@@H:36]([O:35][C:33](=[O:34])[NH:32][C@H:14]([C:15]1[CH:31]=[CH:30][CH:29]=[C:17]([O:18][CH2:19][C:20]3[CH:28]=[CH:27][C:23]([C:24](=[O:26])[N:63]([CH2:64][CH2:65][CH:66]4[O:67][CH2:68][CH2:69][O:70]4)[CH2:56][C:57]4[CH:58]=[CH:59][CH:60]=[CH:61][CH:62]=4)=[CH:22][CH:21]=3)[CH:16]=1)[C:8]1[CH:9]=[CH:10][CH:11]=[CH:12][CH:13]=1)[CH2:37]2, predict the reactants needed to synthesize it. The reactants are: C(N(CC)CC)C.[C:8]1([C@H:14]([NH:32][C:33]([O:35][C@@H:36]2[CH:41]3[CH2:42][CH2:43][N:38]([CH2:39][CH2:40]3)[CH2:37]2)=[O:34])[C:15]2[CH:16]=[C:17]([CH:29]=[CH:30][CH:31]=2)[O:18][CH2:19][C:20]2[CH:28]=[CH:27][C:23]([C:24]([OH:26])=O)=[CH:22][CH:21]=2)[CH:13]=[CH:12][CH:11]=[CH:10][CH:9]=1.OC1C=CC=C[N+]=1[O-].C(Cl)CCl.[CH2:56]([NH:63][CH2:64][CH2:65][CH:66]1[O:70][CH2:69][CH2:68][O:67]1)[C:57]1[CH:62]=[CH:61][CH:60]=[CH:59][CH:58]=1. (7) The reactants are: [Cl:1][C:2]1[CH:10]=[C:9]2[C:5]([C:6]([C:18]([O:20]C)=[O:19])=[CH:7][N:8]2C(OC(C)(C)C)=O)=[CH:4][C:3]=1[C:22]1[CH:27]=[CH:26][C:25]([O:28][CH2:29][C:30]2[CH:31]=[N:32][CH:33]=[CH:34][CH:35]=2)=[CH:24][CH:23]=1.[OH-].[Na+]. Given the product [Cl:1][C:2]1[CH:10]=[C:9]2[C:5]([C:6]([C:18]([OH:20])=[O:19])=[CH:7][NH:8]2)=[CH:4][C:3]=1[C:22]1[CH:23]=[CH:24][C:25]([O:28][CH2:29][C:30]2[CH:31]=[N:32][CH:33]=[CH:34][CH:35]=2)=[CH:26][CH:27]=1, predict the reactants needed to synthesize it. (8) Given the product [CH2:6]([NH:8][C@H:9]([C:17]([OH:19])=[O:18])[CH2:10][C:11]1[CH:12]=[CH:13][CH:14]=[CH:15][CH:16]=1)[CH2:27][CH2:28][CH2:29][CH2:30][CH2:31][CH2:32][CH2:33][CH2:34][CH3:35].[NH2:20][C:21]1[CH:26]=[CH:25][CH:24]=[CH:23][N:22]=1, predict the reactants needed to synthesize it. The reactants are: CC(O[C:6]([NH:8][C@H:9]([C:17]([OH:19])=[O:18])[CH2:10][C:11]1[CH:16]=[CH:15][CH:14]=[CH:13][CH:12]=1)=O)(C)C.[NH2:20][C:21]1[CH:26]=[CH:25][CH:24]=[CH:23][N:22]=1.[C:27](O)(=O)[CH2:28][CH2:29][CH2:30][CH2:31][CH2:32][CH2:33][CH2:34][CH2:35]C.C1CCC(N=C=NC2CCCCC2)CC1. (9) Given the product [CH3:20][C:15]1[CH:14]=[C:13]([C:7]2[CH:6]=[CH:5][C:4]3[C:9](=[CH:10][C:11]([CH2:35][CH:36]([CH3:41])[CH3:37])=[C:2]([CH2:21][CH:22]([CH3:24])[CH3:23])[CH:3]=3)[N:8]=2)[CH:18]=[C:17]([CH3:19])[CH:16]=1, predict the reactants needed to synthesize it. The reactants are: Br[C:2]1[CH:3]=[C:4]2[C:9](=[CH:10][C:11]=1Cl)[N:8]=[C:7]([C:13]1[CH:18]=[C:17]([CH3:19])[CH:16]=[C:15]([CH3:20])[CH:14]=1)[CH:6]=[CH:5]2.[CH2:21](B(O)O)[CH:22]([CH3:24])[CH3:23].C1(P(C2CCCCC2)[C:35]2C=CC=[CH:37][C:36]=2[C:41]2C(OC)=CC=CC=2OC)CCCCC1.O.P([O-])([O-])([O-])=O.[K+].[K+].[K+].